This data is from Full USPTO retrosynthesis dataset with 1.9M reactions from patents (1976-2016). The task is: Predict the reactants needed to synthesize the given product. (1) Given the product [Br:1][C:2]1[CH:3]=[C:4]([CH2:9][CH2:10][C:11]#[N:12])[CH:5]=[CH:6][C:7]=1[F:8], predict the reactants needed to synthesize it. The reactants are: [Br:1][C:2]1[CH:3]=[C:4](/[CH:9]=[CH:10]/[C:11]#[N:12])[CH:5]=[CH:6][C:7]=1[F:8].[BH4-].[Na+].O. (2) Given the product [CH3:1][O:2][C:3](=[O:15])[C:4]1[CH:13]=[CH:12][C:7]([C:8]([O:10][CH3:11])=[O:9])=[CH:6][C:5]=1[NH:14][C:31](=[O:32])[C:30]1[CH:34]=[CH:35][C:27]([C:23]([CH3:25])([CH3:24])[CH3:26])=[CH:28][CH:29]=1, predict the reactants needed to synthesize it. The reactants are: [CH3:1][O:2][C:3](=[O:15])[C:4]1[CH:13]=[CH:12][C:7]([C:8]([O:10][CH3:11])=[O:9])=[CH:6][C:5]=1[NH2:14].C(N(CC)CC)C.[C:23]([C:27]1[CH:35]=[CH:34][C:30]([C:31](Cl)=[O:32])=[CH:29][CH:28]=1)([CH3:26])([CH3:25])[CH3:24].Cl.C([O-])(O)=O.[Na+]. (3) The reactants are: F[C:2]1[CH:7]=[C:6]([N+:8]([O-:10])=[O:9])[C:5]([F:11])=[CH:4][C:3]=1[N+:12]([O-:14])=[O:13].[CH2:15]([NH2:18])[CH2:16][CH3:17]. Given the product [F:11][C:5]1[C:6]([N+:8]([O-:10])=[O:9])=[CH:7][C:2]([NH:18][CH2:15][CH2:16][CH3:17])=[C:3]([N+:12]([O-:14])=[O:13])[CH:4]=1, predict the reactants needed to synthesize it. (4) Given the product [C:35]([O:34][C:32]([NH:31][C@H:23]1[CH2:24][C@@H:25]([C:27]([F:30])([F:29])[F:28])[CH2:26][N:21]([C:20]2[CH:19]=[CH:18][N:17]=[CH:16][C:15]=2[NH:14][C:12]([C:8]2[C:7]([NH:39][C:40](=[O:49])[O:41][CH2:42][C:43]3[CH:48]=[CH:47][CH:46]=[CH:45][CH:44]=3)=[CH:6][C:5]3[C:10](=[CH:11][C:2]([C:72]4[CH2:77][CH2:76][O:75][CH2:74][CH:73]=4)=[CH:3][CH:4]=3)[N:9]=2)=[O:13])[CH2:22]1)=[O:33])([CH3:38])([CH3:36])[CH3:37], predict the reactants needed to synthesize it. The reactants are: Br[C:2]1[CH:11]=[C:10]2[C:5]([CH:6]=[C:7]([NH:39][C:40](=[O:49])[O:41][CH2:42][C:43]3[CH:48]=[CH:47][CH:46]=[CH:45][CH:44]=3)[C:8]([C:12]([NH:14][C:15]3[CH:16]=[N:17][CH:18]=[CH:19][C:20]=3[N:21]3[CH2:26][C@H:25]([C:27]([F:30])([F:29])[F:28])[CH2:24][C@H:23]([NH:31][C:32]([O:34][C:35]([CH3:38])([CH3:37])[CH3:36])=[O:33])[CH2:22]3)=[O:13])=[N:9]2)=[CH:4][CH:3]=1.[O-]P([O-])([O-])=O.[K+].[K+].[K+].O1CCOCC1.CC1(C)C(C)(C)OB([C:72]2[CH2:73][CH2:74][O:75][CH2:76][CH:77]=2)O1.